Dataset: Forward reaction prediction with 1.9M reactions from USPTO patents (1976-2016). Task: Predict the product of the given reaction. (1) Given the reactants ClC1[CH:31]=[CH:30][C:5]([C:6]([NH:8][C@@H:9]([C:20]2[CH:25]=[CH:24][C:23]([C:26]([F:29])([F:28])[F:27])=[CH:22][CH:21]=2)[C:10]2[C:15]([C:16]([F:19])([F:18])[F:17])=[CH:14][CH:13]=[CH:12][N:11]=2)=[O:7])=[CH:4][N:3]=1.C(NCC)C.C1COCC1.[CH3:42][N:43]([CH:45]=O)[CH3:44], predict the reaction product. The product is: [CH3:44][N:43]([CH3:42])[C:45]1[CH:31]=[CH:30][C:5]([C:6]([NH:8][C@@H:9]([C:20]2[CH:21]=[CH:22][C:23]([C:26]([F:29])([F:27])[F:28])=[CH:24][CH:25]=2)[C:10]2[C:15]([C:16]([F:17])([F:18])[F:19])=[CH:14][CH:13]=[CH:12][N:11]=2)=[O:7])=[CH:4][N:3]=1. (2) The product is: [CH2:1]([N:8]1[CH2:13][CH2:12][CH:11]([O:14][CH:18]([C:17]2[CH:27]=[CH:28][CH:29]=[CH:30][C:16]=2[Cl:15])[C:19]2[CH:24]=[CH:23][CH:22]=[CH:21][C:20]=2[Cl:25])[CH2:10][CH2:9]1)[C:2]1[CH:3]=[CH:4][CH:5]=[CH:6][CH:7]=1. Given the reactants [CH2:1]([N:8]1[CH2:13][CH2:12][CH:11]([OH:14])[CH2:10][CH2:9]1)[C:2]1[CH:7]=[CH:6][CH:5]=[CH:4][CH:3]=1.[Cl:15][C:16]1[CH:30]=[CH:29][CH:28]=[CH:27][C:17]=1[CH:18](O)[C:19]1[CH:24]=[CH:23][CH:22]=[CH:21][C:20]=1[Cl:25].C1(C)C=CC(S(O)(=O)=O)=CC=1, predict the reaction product. (3) Given the reactants [CH3:1][O:2][C:3]1[CH:8]=[C:7]([C:9]([NH:11]C(=O)/C=C\C(O)=O)=[O:10])[CH:6]=[CH:5][N:4]=1.O=P(Cl)(Cl)Cl.[NH2:24][NH:25][C:26]([C:35]1[CH:40]=[CH:39][C:38]([Cl:41])=[CH:37][N:36]=1)=[N:27][C:28]1[CH:33]=[CH:32][CH:31]=[CH:30][C:29]=1[Cl:34].C([O-])([O-])=O.[K+].[K+], predict the reaction product. The product is: [Cl:41][C:38]1[CH:39]=[CH:40][C:35]([C:26]2[N:27]([C:28]3[CH:33]=[CH:32][CH:31]=[CH:30][C:29]=3[Cl:34])[C:6](/[CH:7]=[CH:8]/[C:3]3[O:10][C:9]([C:7]4[CH:6]=[CH:5][N:4]=[C:3]([O:2][CH3:1])[CH:8]=4)=[N:11][N:4]=3)=[N:24][N:25]=2)=[N:36][CH:37]=1. (4) Given the reactants F[C:2]1[CH:7]=[C:6]([S:8]([CH3:11])(=[O:10])=[O:9])[CH:5]=[C:4]([F:12])[CH:3]=1.[Cl:13][C:14]1[C:22]2[N:21]=[C:20]([CH:23]([CH3:25])[CH3:24])[N:19]([C:26]3[CH:27]=[C:28]([OH:32])[CH:29]=[CH:30][CH:31]=3)[C:18]=2[CH:17]=[CH:16][CH:15]=1, predict the reaction product. The product is: [CH:23]([C:20]1[N:19]([C:26]2[CH:31]=[CH:30][CH:29]=[C:28]([O:32][C:2]3[CH:3]=[C:4]([F:12])[CH:5]=[C:6]([S:8]([CH3:11])(=[O:10])=[O:9])[CH:7]=3)[CH:27]=2)[C:18]2[CH:17]=[CH:16][CH:15]=[C:14]([Cl:13])[C:22]=2[N:21]=1)([CH3:25])[CH3:24]. (5) The product is: [CH3:31][N:2]([CH3:1])[CH2:3][CH2:4][CH2:5][O:6][C:7]1[N:12]=[CH:11][C:10]([C:13]2[S:21][C:20]3[C:15](=[N:16][CH:17]=[CH:18][C:19]=3[O:22][C:23]3[CH:28]=[CH:27][C:26]([NH:29][C:52](=[O:53])[CH2:51][C:50]([NH:49][C:44]4[CH:45]=[CH:46][CH:47]=[CH:48][C:43]=4[O:42][CH3:41])=[O:55])=[CH:25][C:24]=3[F:30])[CH:14]=2)=[CH:9][CH:8]=1. Given the reactants [CH3:1][N:2]([CH3:31])[CH2:3][CH2:4][CH2:5][O:6][C:7]1[N:12]=[CH:11][C:10]([C:13]2[S:21][C:20]3[C:15](=[N:16][CH:17]=[CH:18][C:19]=3[O:22][C:23]3[CH:28]=[CH:27][C:26]([NH2:29])=[CH:25][C:24]=3[F:30])[CH:14]=2)=[CH:9][CH:8]=1.CCN(C(C)C)C(C)C.[CH3:41][O:42][C:43]1[CH:48]=[CH:47][CH:46]=[CH:45][C:44]=1[NH:49][C:50](=[O:55])[CH2:51][C:52](O)=[O:53].C1C=CC2N(O)N=NC=2C=1.Cl, predict the reaction product. (6) Given the reactants [C:1]1([CH3:40])[CH:6]=[CH:5][CH:4]=[CH:3][C:2]=1[NH:7][C:8]1[O:9][C:10]2[CH:16]=[C:15]([CH2:17][C:18](NC3C=CC(C4(CC(O)=O)CC5C(=CC=CC=5)C4)=CC=3)=[O:19])[CH:14]=[CH:13][C:11]=2[N:12]=1.C1(C)C(N=C=S)=CC=CC=1.C1(N=C=NC2CCCCC2)CCCCC1.C([OH:68])C, predict the reaction product. The product is: [C:1]1([CH3:40])[CH:6]=[CH:5][CH:4]=[CH:3][C:2]=1[NH:7][C:8]1[O:9][C:10]2[CH:16]=[C:15]([CH2:17][C:18]([OH:19])=[O:68])[CH:14]=[CH:13][C:11]=2[N:12]=1. (7) The product is: [NH2:26][C:27]1[N:8]([CH:9]2[CH2:14][CH2:13][N:12]([C:15]3[CH:20]=[C:19]([CH3:21])[CH:18]=[CH:17][C:16]=3[NH:22][C:23](=[O:25])[CH3:24])[CH2:11][CH2:10]2)[C:3]2[CH:4]=[CH:5][CH:6]=[CH:7][C:2]=2[N:1]=1. Given the reactants [NH2:1][C:2]1[CH:7]=[CH:6][CH:5]=[CH:4][C:3]=1[NH:8][CH:9]1[CH2:14][CH2:13][N:12]([C:15]2[CH:20]=[C:19]([CH3:21])[CH:18]=[CH:17][C:16]=2[NH:22][C:23](=[O:25])[CH3:24])[CH2:11][CH2:10]1.[N:26]#[C:27]Br, predict the reaction product. (8) Given the reactants C1C=CC2N(O)N=NC=2C=1.[Cl:11][C:12]1[CH:13]=[CH:14][C:15]([S:20][CH2:21][CH3:22])=[C:16]([CH:19]=1)[CH2:17][NH2:18].[Br:23][C:24]1[CH:25]=[C:26]([CH:30]=[C:31]([C:33]([F:36])([F:35])[F:34])[CH:32]=1)[C:27](O)=[O:28], predict the reaction product. The product is: [Br:23][C:24]1[CH:25]=[C:26]([CH:30]=[C:31]([C:33]([F:34])([F:35])[F:36])[CH:32]=1)[C:27]([NH:18][CH2:17][C:16]1[CH:19]=[C:12]([Cl:11])[CH:13]=[CH:14][C:15]=1[S:20][CH2:21][CH3:22])=[O:28]. (9) Given the reactants CCCC[N+](CCCC)(CCCC)CCCC.[F-].[Si]([O:26][CH2:27][CH2:28][CH:29]([N:31]1[N:35]=[N:34][C:33]([C:36]2[CH:41]=[CH:40][CH:39]=[C:38]([Cl:42])[CH:37]=2)=[N:32]1)[CH3:30])(C(C)(C)C)(C)C, predict the reaction product. The product is: [Cl:42][C:38]1[CH:37]=[C:36]([C:33]2[N:34]=[N:35][N:31]([CH:29]([CH3:30])[CH2:28][CH2:27][OH:26])[N:32]=2)[CH:41]=[CH:40][CH:39]=1.